Dataset: Catalyst prediction with 721,799 reactions and 888 catalyst types from USPTO. Task: Predict which catalyst facilitates the given reaction. (1) The catalyst class is: 4. Product: [CH3:17][S:18]([O:9][CH2:8][C:7]1[C:2]([CH3:1])=[N:3][CH:4]=[CH:5][CH:6]=1)(=[O:20])=[O:19]. Reactant: [CH3:1][C:2]1[C:7]([CH2:8][OH:9])=[CH:6][CH:5]=[CH:4][N:3]=1.C(N(CC)CC)C.[CH3:17][S:18](Cl)(=[O:20])=[O:19]. (2) Reactant: [NH:1]1[CH2:5][CH2:4][C@@H:3]([NH:6][C:7](=[O:14])[O:8][C@H:9]2[CH2:13][CH2:12][O:11][CH2:10]2)[CH2:2]1.Cl[C:16]1[C:25]2[C:20](=[CH:21][CH:22]=[C:23]([F:26])[CH:24]=2)[N:19]=[C:18]([C:27]2[CH:32]=[CH:31][CH:30]=[CH:29][C:28]=2[OH:33])[N:17]=1.C(N(CC)CC)C. Product: [F:26][C:23]1[CH:24]=[C:25]2[C:20](=[CH:21][CH:22]=1)[N:19]=[C:18]([C:27]1[CH:32]=[CH:31][CH:30]=[CH:29][C:28]=1[OH:33])[N:17]=[C:16]2[N:1]1[CH2:5][CH2:4][C@@H:3]([NH:6][C:7](=[O:14])[O:8][C@H:9]2[CH2:13][CH2:12][O:11][CH2:10]2)[CH2:2]1. The catalyst class is: 2. (3) Reactant: [C:1]([C:4]1([C:7]2[CH:39]=[CH:38][CH:37]=[CH:36][C:8]=2[CH2:9][CH2:10][C:11]2[C:16]([Cl:17])=[CH:15][N:14]=[C:13]([NH:18][C:19]3[CH:20]=[N:21][N:22]([CH:24]4[CH2:28][CH2:27][N:26](C(OC(C)(C)C)=O)[CH2:25]4)[CH:23]=3)[N:12]=2)[CH2:6][CH2:5]1)(=[O:3])[NH2:2].Cl. Product: [Cl:17][C:16]1[C:11]([CH2:10][CH2:9][C:8]2[CH:36]=[CH:37][CH:38]=[CH:39][C:7]=2[C:4]2([C:1]([NH2:2])=[O:3])[CH2:5][CH2:6]2)=[N:12][C:13]([NH:18][C:19]2[CH:20]=[N:21][N:22]([CH:24]3[CH2:28][CH2:27][NH:26][CH2:25]3)[CH:23]=2)=[N:14][CH:15]=1. The catalyst class is: 135. (4) Reactant: [N+:1]([C:4]1[CH:9]=[CH:8][CH:7]=[C:6]([O:10][CH2:11][C:12]([F:15])([F:14])[F:13])[C:5]=1[S:16]([NH2:19])(=[O:18])=[O:17])([O-])=O. Product: [NH2:1][C:4]1[CH:9]=[CH:8][CH:7]=[C:6]([O:10][CH2:11][C:12]([F:14])([F:13])[F:15])[C:5]=1[S:16]([NH2:19])(=[O:18])=[O:17]. The catalyst class is: 50.